Dataset: Forward reaction prediction with 1.9M reactions from USPTO patents (1976-2016). Task: Predict the product of the given reaction. The product is: [CH2:1]([O:8][C:9]([NH:11][S:12]([C:15]1[CH:16]=[CH:17][C:18]([C:19]([OH:21])=[O:20])=[CH:23][CH:24]=1)(=[O:13])=[O:14])=[O:10])[C:2]1[CH:3]=[CH:4][CH:5]=[CH:6][CH:7]=1. Given the reactants [CH2:1]([O:8][C:9]([NH:11][S:12]([C:15]1[CH:24]=[CH:23][C:18]([C:19]([O:21]C)=[O:20])=[CH:17][CH:16]=1)(=[O:14])=[O:13])=[O:10])[C:2]1[CH:7]=[CH:6][CH:5]=[CH:4][CH:3]=1.[OH-], predict the reaction product.